This data is from Full USPTO retrosynthesis dataset with 1.9M reactions from patents (1976-2016). The task is: Predict the reactants needed to synthesize the given product. (1) Given the product [CH2:1]1[CH:9]2[N:4]([CH2:5][CH2:6][CH:7]([C:10]3[C:18]4[C:13](=[N:14][CH:15]=[CH:16][CH:17]=4)[N:12]([S:25]([C:19]4[CH:24]=[CH:23][CH:22]=[CH:21][CH:20]=4)(=[O:27])=[O:26])[CH:11]=3)[CH2:8]2)[CH2:3][CH2:2]1, predict the reactants needed to synthesize it. The reactants are: [CH2:1]1[CH:9]2[N:4]([CH2:5][CH2:6][CH:7]([C:10]3[C:18]4[C:13](=[N:14][CH:15]=[CH:16][CH:17]=4)[NH:12][CH:11]=3)[CH2:8]2)[CH2:3][CH2:2]1.[C:19]1([S:25](Cl)(=[O:27])=[O:26])[CH:24]=[CH:23][CH:22]=[CH:21][CH:20]=1.C[Si]([N-][Si](C)(C)C)(C)C.[Na+]. (2) The reactants are: [OH:1][C:2]1[CH:3]=[CH:4][C:5]2[N:9]=[CH:8][N:7]([C:10]3[S:14][C:13]([C:15]([NH2:17])=[O:16])=[C:12]([O:18][C@@H:19]([C:21]4[CH:26]=[CH:25][CH:24]=[CH:23][C:22]=4[C:27]([F:30])([F:29])[F:28])[CH3:20])[CH:11]=3)[C:6]=2[CH:31]=1.[F:32][C:33]([F:39])([F:38])[S:34](Cl)(=[O:36])=[O:35]. Given the product [F:32][C:33]([F:39])([F:38])[S:34]([O:1][C:2]1[CH:3]=[CH:4][C:5]2[N:9]=[CH:8][N:7]([C:10]3[S:14][C:13]([C:15]([NH2:17])=[O:16])=[C:12]([O:18][C@@H:19]([C:21]4[CH:26]=[CH:25][CH:24]=[CH:23][C:22]=4[C:27]([F:29])([F:28])[F:30])[CH3:20])[CH:11]=3)[C:6]=2[CH:31]=1)(=[O:36])=[O:35], predict the reactants needed to synthesize it. (3) Given the product [O:18]1[CH:22]=[CH:21][N:20]=[C:19]1[C:2]1[CH:3]=[C:4]([CH:8]([CH3:11])[C:9]#[N:10])[CH:5]=[CH:6][CH:7]=1, predict the reactants needed to synthesize it. The reactants are: I[C:2]1[CH:3]=[C:4]([CH:8]([CH3:11])[C:9]#[N:10])[CH:5]=[CH:6][CH:7]=1.C([O-])([O-])=O.[Na+].[Na+].[O:18]1[CH:22]=[CH:21][N:20]=[C:19]1B(O)O. (4) Given the product [CH3:1][O:2][C:3](=[O:24])[CH2:4][CH2:5][C:6]1[S:34][C:10]([C@@H:12]2[CH2:16][CH2:15][CH2:14][N:13]2[C:17]([O:19][C:20]([CH3:23])([CH3:22])[CH3:21])=[O:18])=[N:9][CH:8]=1, predict the reactants needed to synthesize it. The reactants are: [CH3:1][O:2][C:3](=[O:24])[CH2:4][CH2:5][C:6]([CH2:8][NH:9][C:10]([C@@H:12]1[CH2:16][CH2:15][CH2:14][N:13]1[C:17]([O:19][C:20]([CH3:23])([CH3:22])[CH3:21])=[O:18])=O)=O.COC1C=CC(P2(SP(C3C=CC(OC)=CC=3)(=S)S2)=[S:34])=CC=1.O. (5) Given the product [Cl:1][C:2]1[C:3]([F:25])=[C:4]([CH:14]2[CH2:17][N:16]([C:18]([O:20][C:21]([CH3:24])([CH3:23])[CH3:22])=[O:19])[CH2:15]2)[C:5]([O:11][CH2:12][CH3:13])=[C:6]([CH:8]([Cl:28])[CH3:9])[CH:7]=1, predict the reactants needed to synthesize it. The reactants are: [Cl:1][C:2]1[C:3]([F:25])=[C:4]([CH:14]2[CH2:17][N:16]([C:18]([O:20][C:21]([CH3:24])([CH3:23])[CH3:22])=[O:19])[CH2:15]2)[C:5]([O:11][CH2:12][CH3:13])=[C:6]([CH:8](O)[CH3:9])[CH:7]=1.N1C(Cl)=NC(Cl)=NC=1[Cl:28]. (6) Given the product [F:1][C:2]1[CH:3]=[CH:4][C:5]([C:8]2[N:12]=[N:11][N:10]([CH3:13])[C:9]=2[C:14]2[N:15]=[CH:16][N:17]([C:19]3[CH:20]=[CH:21][C:22]([C:23]([NH:28][CH:29]4[CH2:34][CH2:33][O:32][CH2:31][CH2:30]4)=[O:25])=[CH:26][CH:27]=3)[CH:18]=2)=[CH:6][CH:7]=1, predict the reactants needed to synthesize it. The reactants are: [F:1][C:2]1[CH:7]=[CH:6][C:5]([C:8]2[N:12]=[N:11][N:10]([CH3:13])[C:9]=2[C:14]2[N:15]=[CH:16][N:17]([C:19]3[CH:27]=[CH:26][C:22]([C:23]([OH:25])=O)=[CH:21][CH:20]=3)[CH:18]=2)=[CH:4][CH:3]=1.[NH2:28][CH:29]1[CH2:34][CH2:33][O:32][CH2:31][CH2:30]1. (7) Given the product [Cl:26][C:5]1[C:6]([C:8]2[C:16]3[C:11](=[CH:12][CH:13]=[CH:14][CH:15]=3)[N:10]([S:17]([C:20]3[CH:21]=[CH:22][CH:23]=[CH:24][CH:25]=3)(=[O:18])=[O:19])[CH:9]=2)=[N:7][C:2]([NH:34][CH:32]2[CH2:33][CH:28]([F:27])[CH2:29][CH:30]([NH:35][C:57]([C:56]3[CH:55]=[CH:54][C:53]([NH:52][C:50](=[O:51])[O:49][C:45]([CH3:47])([CH3:46])[CH3:48])=[CH:61][CH:60]=3)=[O:58])[CH2:31]2)=[N:3][CH:4]=1, predict the reactants needed to synthesize it. The reactants are: Cl[C:2]1[N:7]=[C:6]([C:8]2[C:16]3[C:11](=[CH:12][CH:13]=[CH:14][CH:15]=3)[N:10]([S:17]([C:20]3[CH:25]=[CH:24][CH:23]=[CH:22][CH:21]=3)(=[O:19])=[O:18])[CH:9]=2)[C:5]([Cl:26])=[CH:4][N:3]=1.[F:27][CH:28]1[CH2:33][CH:32]([NH2:34])[CH2:31][CH:30]([NH2:35])[CH2:29]1.CCN(C(C)C)C(C)C.[C:45]([O:49][C:50]([NH:52][C:53]1[CH:61]=[CH:60][C:56]([C:57](O)=[O:58])=[CH:55][CH:54]=1)=[O:51])([CH3:48])([CH3:47])[CH3:46].CN(C(ON1N=NC2C=CC=CC1=2)=[N+](C)C)C.F[P-](F)(F)(F)(F)F. (8) Given the product [Cl:33][C:34]1[CH:40]=[C:39]([C:41]([F:44])([F:43])[F:42])[CH:38]=[C:37]([Cl:45])[C:35]=1[N:36]=[C:29]([Cl:47])[CH:28]([F:32])[F:27], predict the reactants needed to synthesize it. The reactants are: C1(P(C2C=CC=CC=2)C2C=CC=CC=2)C=CC=CC=1.C(N(CC)CC)C.[F:27][CH:28]([F:32])[C:29](O)=O.[Cl:33][C:34]1[CH:40]=[C:39]([C:41]([F:44])([F:43])[F:42])[CH:38]=[C:37]([Cl:45])[C:35]=1[NH2:36].C(Cl)(Cl)(Cl)[Cl:47]. (9) Given the product [CH2:1]([N:8]1[C:12]([C:13]2[CH:14]=[CH:15][CH:16]=[CH:17][CH:18]=2)=[CH:11][CH:10]=[C:9]1[C:19]1[CH:20]=[C:21]2[C:26](=[CH:27][CH:28]=1)[CH:25]=[C:24]([O:29][CH2:30][C:31]1[NH:37][N:36]=[N:35][N:32]=1)[CH:23]=[CH:22]2)[C:2]1[CH:7]=[CH:6][CH:5]=[CH:4][CH:3]=1, predict the reactants needed to synthesize it. The reactants are: [CH2:1]([N:8]1[C:12]([C:13]2[CH:18]=[CH:17][CH:16]=[CH:15][CH:14]=2)=[CH:11][CH:10]=[C:9]1[C:19]1[CH:20]=[C:21]2[C:26](=[CH:27][CH:28]=1)[CH:25]=[C:24]([O:29][CH2:30][C:31]#[N:32])[CH:23]=[CH:22]2)[C:2]1[CH:7]=[CH:6][CH:5]=[CH:4][CH:3]=1.[Cl-].[NH4+].[N-:35]=[N+:36]=[N-:37].[Na+]. (10) The reactants are: [CH:1]1[CH:6]=[CH:5][C:4]([CH2:7][NH:8][C:9]([C@H:11]([OH:24])[C@@H:11]([OH:24])[C:9]([NH:8][CH2:7][C:4]2[CH:5]=[CH:6][CH:1]=[CH:2][CH:3]=2)=[O:10])=[O:10])=[CH:3][CH:2]=1.I(O)(=O)(=O)=O. Given the product [CH2:7]([NH:8][C:9](=[O:10])[CH:11]=[O:24])[C:4]1[CH:5]=[CH:6][CH:1]=[CH:2][CH:3]=1, predict the reactants needed to synthesize it.